From a dataset of Reaction yield outcomes from USPTO patents with 853,638 reactions. Predict the reaction yield, written as a fraction of the theoretical maximum amount of product (1.0 means a 100% yield; for example, 0.34 means a 34% yield). (1) The reactants are [NH3:1].[Si:2]([O:9][CH2:10][C@@H:11]1[C@H:15]2[O:16][C:17]([CH3:20])([CH3:19])[O:18][C@H:14]2[C@H:13]([N:21]2[CH:29]=[N:28][C:27]3[C:22]2=[N:23][C:24]([I:31])=[N:25][C:26]=3Cl)[O:12]1)([C:5]([CH3:8])([CH3:7])[CH3:6])([CH3:4])[CH3:3]. The catalyst is CC(O)C. The product is [Si:2]([O:9][CH2:10][C@@H:11]1[C@H:15]2[O:16][C:17]([CH3:20])([CH3:19])[O:18][C@H:14]2[C@H:13]([N:21]2[CH:29]=[N:28][C:27]3[C:22]2=[N:23][C:24]([I:31])=[N:25][C:26]=3[NH2:1])[O:12]1)([C:5]([CH3:8])([CH3:7])[CH3:6])([CH3:4])[CH3:3]. The yield is 0.790. (2) The reactants are Cl[C:2]1[C:14]2[C:13]3[C:8](=[CH:9][CH:10]=[CH:11][C:12]=3[Cl:15])[NH:7][C:6]=2[N:5]=[C:4]([NH:16]C(=O)C(C)(C)C)[N:3]=1.[CH3:23][O:24][C:25]1[CH:32]=[CH:31][C:28]([NH:29][CH3:30])=[CH:27][CH:26]=1.C(O)(C)C. The catalyst is Cl.CC(C)=O.CO. The product is [Cl:15][C:12]1[CH:11]=[CH:10][CH:9]=[C:8]2[C:13]=1[C:14]1[C:2]([N:29]([C:28]3[CH:31]=[CH:32][C:25]([O:24][CH3:23])=[CH:26][CH:27]=3)[CH3:30])=[N:3][C:4]([NH2:16])=[N:5][C:6]=1[NH:7]2. The yield is 0.690. (3) The reactants are C1C(=O)N([Br:8])C(=O)C1.[CH:9]1([C:14]2[CH:19]=[CH:18][CH:17]=[C:16]([O:20][CH2:21][C:22]3[CH:27]=[CH:26][CH:25]=[CH:24][CH:23]=3)[CH:15]=2)[CH2:13][CH2:12][CH2:11][CH2:10]1. No catalyst specified. The product is [Br:8][C:19]1[CH:18]=[CH:17][C:16]([O:20][CH2:21][C:22]2[CH:27]=[CH:26][CH:25]=[CH:24][CH:23]=2)=[CH:15][C:14]=1[CH:9]1[CH2:10][CH2:11][CH2:12][CH2:13]1. The yield is 0.760. (4) The reactants are C1(C(=[N:14][C:15]2[CH:20]=[CH:19][C:18]([C@@H:21]3[O:26][CH2:25][CH2:24][N:23]([C:27]([O:29][C:30]([CH3:33])([CH3:32])[CH3:31])=[O:28])[CH2:22]3)=[CH:17][CH:16]=2)C2C=CC=CC=2)C=CC=CC=1.C([O-])=O.[NH4+]. The catalyst is [Pd].CO. The product is [NH2:14][C:15]1[CH:20]=[CH:19][C:18]([C@@H:21]2[O:26][CH2:25][CH2:24][N:23]([C:27]([O:29][C:30]([CH3:33])([CH3:32])[CH3:31])=[O:28])[CH2:22]2)=[CH:17][CH:16]=1. The yield is 0.940. (5) The reactants are Cl.N1C=CC=CC=1.[CH2:8]([N:12]1[CH:17]=[CH:16][CH:15]=[C:14]([O:18]C)[C:13]1=[S:20])[CH2:9][CH2:10][CH3:11].O. The catalyst is C(OCC)(=O)C. The product is [CH2:8]([N:12]1[CH:17]=[CH:16][CH:15]=[C:14]([OH:18])[C:13]1=[S:20])[CH2:9][CH2:10][CH3:11]. The yield is 0.780. (6) The reactants are C([O:4][CH2:5][CH:6]1[C:10]2=[C:11]3[C:16](=[C:17]([O:19][CH2:20][C:21]4[CH:26]=[CH:25][CH:24]=[CH:23][CH:22]=4)[CH:18]=[C:9]2[N:8]([C:27]([O:29][C:30]([CH3:33])([CH3:32])[CH3:31])=[O:28])[CH2:7]1)[N:15]=[CH:14][CH:13]=[CH:12]3)(=O)C.C([O-])([O-])=O.[Cs+].[Cs+].CCO.O. The catalyst is CCOC(C)=O.C([O-])(O)=O.[Na+]. The product is [CH2:20]([O:19][C:17]1[CH:18]=[C:9]2[N:8]([C:27]([O:29][C:30]([CH3:31])([CH3:32])[CH3:33])=[O:28])[CH2:7][CH:6]([CH2:5][OH:4])[C:10]2=[C:11]2[C:16]=1[N:15]=[CH:14][CH:13]=[CH:12]2)[C:21]1[CH:26]=[CH:25][CH:24]=[CH:23][CH:22]=1. The yield is 0.950. (7) The reactants are Br[C:2]1[CH:3]=[N:4][N:5]([CH2:16][CH3:17])[C:6]=1[C:7]1[CH:8]=[C:9]([C:12]([O:14][CH3:15])=[O:13])[S:10][CH:11]=1.[CH2:18]([Sn](CCCC)(CCCC)C=C)[CH2:19]CC. The catalyst is C1C=CC([P]([Pd]([P](C2C=CC=CC=2)(C2C=CC=CC=2)C2C=CC=CC=2)([P](C2C=CC=CC=2)(C2C=CC=CC=2)C2C=CC=CC=2)[P](C2C=CC=CC=2)(C2C=CC=CC=2)C2C=CC=CC=2)(C2C=CC=CC=2)C2C=CC=CC=2)=CC=1. The product is [CH:18]([C:2]1[CH:3]=[N:4][N:5]([CH2:16][CH3:17])[C:6]=1[C:7]1[CH:8]=[C:9]([C:12]([O:14][CH3:15])=[O:13])[S:10][CH:11]=1)=[CH2:19]. The yield is 0.760. (8) The yield is 0.860. The product is [O:28]=[C:24]1[CH2:25][CH2:26][CH2:27][N:23]1[CH2:2][C:3]1[C:4]([C:17]2[CH:22]=[CH:21][CH:20]=[CH:19][CH:18]=2)=[N:5][C:6]2[C:11]([C:12]=1[C:13]([O:15][CH3:16])=[O:14])=[CH:10][CH:9]=[CH:8][CH:7]=2. The catalyst is C1COCC1. The reactants are Br[CH2:2][C:3]1[C:4]([C:17]2[CH:22]=[CH:21][CH:20]=[CH:19][CH:18]=2)=[N:5][C:6]2[C:11]([C:12]=1[C:13]([O:15][CH3:16])=[O:14])=[CH:10][CH:9]=[CH:8][CH:7]=2.[NH:23]1[CH2:27][CH2:26][CH2:25][C:24]1=[O:28].CC(C)([O-])C.[K+]. (9) The reactants are C[Si]([N-][Si](C)(C)C)(C)C.[Li+].[CH3:11][CH:12]([C@H:14]1[CH2:19][O:18][C:16](=[O:17])[CH2:15]1)[CH3:13].[CH2:20](I)[C:21]1[CH:26]=[CH:25][CH:24]=[CH:23][CH:22]=1. The catalyst is C1COCC1. The product is [CH2:20]([C@@H:15]1[C@@H:14]([CH:12]([CH3:13])[CH3:11])[CH2:19][O:18][C:16]1=[O:17])[C:21]1[CH:26]=[CH:25][CH:24]=[CH:23][CH:22]=1. The yield is 0.580.